From a dataset of Forward reaction prediction with 1.9M reactions from USPTO patents (1976-2016). Predict the product of the given reaction. (1) Given the reactants [CH2:1]([O:3][C:4]([C:6]1([CH2:27][CH3:28])[CH2:11][CH2:10][N:9]([C:12]2[CH2:26][C:15]3([CH2:18][N:17](C(OC(C)(C)C)=O)[CH2:16]3)[O:14][N:13]=2)[CH2:8][CH2:7]1)=[O:5])[CH3:2].[Cl:29][C:30]1[C:35]([O:36][CH3:37])=[C:34]([CH:38]=O)[CH:33]=[C:32]([CH:40]2[CH2:42][CH2:41]2)[C:31]=1[C:43]1[CH:48]=[CH:47][C:46]([F:49])=[CH:45][CH:44]=1, predict the reaction product. The product is: [Cl:29][C:30]1[C:35]([O:36][CH3:37])=[C:34]([CH2:38][N:17]2[CH2:18][C:15]3([CH2:26][C:12]([N:9]4[CH2:10][CH2:11][C:6]([CH2:27][CH3:28])([C:4]([O:3][CH2:1][CH3:2])=[O:5])[CH2:7][CH2:8]4)=[N:13][O:14]3)[CH2:16]2)[CH:33]=[C:32]([CH:40]2[CH2:42][CH2:41]2)[C:31]=1[C:43]1[CH:44]=[CH:45][C:46]([F:49])=[CH:47][CH:48]=1. (2) Given the reactants [N+:1]([C:4]1[CH:5]=[CH:6][C:7]([NH:10][C:11](=[O:19])[CH2:12][C:13]2[CH:18]=[CH:17][CH:16]=[CH:15][CH:14]=2)=[N:8][CH:9]=1)([O-])=O.C([O-])=O.[NH4+], predict the reaction product. The product is: [NH2:1][C:4]1[CH:5]=[CH:6][C:7]([NH:10][C:11](=[O:19])[CH2:12][C:13]2[CH:14]=[CH:15][CH:16]=[CH:17][CH:18]=2)=[N:8][CH:9]=1. (3) Given the reactants [F:1][C:2]1[CH:7]=[C:6]([NH:8][C:9]2[N:14]=[CH:13][C:12]([C:15]([F:18])([F:17])[F:16])=[CH:11][N:10]=2)[CH:5]=[CH:4][C:3]=1[C@H:19]1[O:24][CH2:23][CH2:22][N:21](C(OC(C)(C)C)=O)[CH2:20]1.FC(F)(F)C(O)=O.[OH-].[Na+], predict the reaction product. The product is: [F:1][C:2]1[CH:7]=[C:6]([NH:8][C:9]2[N:10]=[CH:11][C:12]([C:15]([F:18])([F:16])[F:17])=[CH:13][N:14]=2)[CH:5]=[CH:4][C:3]=1[C@H:19]1[O:24][CH2:23][CH2:22][NH:21][CH2:20]1. (4) Given the reactants Br[C:2]1[CH:7]=[CH:6][C:5]([Br:8])=[CH:4][N:3]=1.[F:9][C:10]1[CH:15]=[C:14]([F:16])[CH:13]=[CH:12][C:11]=1[OH:17].C([O-])([O-])=O.[K+].[K+], predict the reaction product. The product is: [Br:8][C:5]1[CH:6]=[CH:7][C:2]([O:17][C:11]2[CH:12]=[CH:13][C:14]([F:16])=[CH:15][C:10]=2[F:9])=[N:3][CH:4]=1. (5) Given the reactants [CH3:1][N:2]1[C:7](=[O:8])[CH:6]=[CH:5][C:4]([C:9](=O)[CH2:10][CH:11]([C:19]2[CH:32]=[CH:31][C:22]([C:23]([NH:25][CH2:26][CH2:27][C:28]([OH:30])=[O:29])=[O:24])=[CH:21][CH:20]=2)[C:12]2[CH:17]=[CH:16][CH:15]=[CH:14][C:13]=2[CH3:18])=[CH:3]1.Cl.[NH2:35][OH:36].C([O-])(O)=O.[Na+], predict the reaction product. The product is: [OH:36]/[N:35]=[C:9](/[C:4]1[CH:5]=[CH:6][C:7](=[O:8])[N:2]([CH3:1])[CH:3]=1)\[CH2:10][CH:11]([C:19]1[CH:20]=[CH:21][C:22]([C:23]([NH:25][CH2:26][CH2:27][C:28]([OH:30])=[O:29])=[O:24])=[CH:31][CH:32]=1)[C:12]1[CH:17]=[CH:16][CH:15]=[CH:14][C:13]=1[CH3:18]. (6) Given the reactants [C:1](=[O:26])([O:7][C:8]1[N:12]([C:13]2[N:18]=[CH:17][CH:16]=[CH:15][N:14]=2)[N:11]=[C:10]([C:19]2[CH:24]=[CH:23][C:22](I)=[CH:21][CH:20]=2)[CH:9]=1)[O:2][C:3]([CH3:6])([CH3:5])[CH3:4].[C:27]1(B(O)O)[CH:32]=[CH:31][CH:30]=[CH:29][CH:28]=1, predict the reaction product. The product is: [C:1](=[O:26])([O:2][C:3]([CH3:6])([CH3:5])[CH3:4])[O:7][C:8]1[N:12]([C:13]2[N:18]=[CH:17][CH:16]=[CH:15][N:14]=2)[N:11]=[C:10]([C:19]2[CH:24]=[CH:23][C:22]([C:27]3[CH:32]=[CH:31][CH:30]=[CH:29][CH:28]=3)=[CH:21][CH:20]=2)[CH:9]=1.